This data is from Catalyst prediction with 721,799 reactions and 888 catalyst types from USPTO. The task is: Predict which catalyst facilitates the given reaction. (1) Reactant: Br[C:2]1[CH:3]=[C:4]([C:8]2[C:9]3[CH:23]=[CH:22][NH:21][C:10]=3[N:11]=[C:12]([C:14]3[CH:19]=[CH:18][CH:17]=[C:16]([CH3:20])[N:15]=3)[N:13]=2)[CH:5]=[N:6][CH:7]=1.[CH3:24][Si:25]([C:28]#[CH:29])([CH3:27])[CH3:26]. Product: [CH3:20][C:16]1[N:15]=[C:14]([C:12]2[N:13]=[C:8]([C:4]3[CH:5]=[N:6][CH:7]=[C:2]([C:29]#[C:28][Si:25]([CH3:27])([CH3:26])[CH3:24])[CH:3]=3)[C:9]3[CH:23]=[CH:22][NH:21][C:10]=3[N:11]=2)[CH:19]=[CH:18][CH:17]=1. The catalyst class is: 724. (2) Reactant: [CH:1]1([C:6]([OH:8])=O)[CH2:5][CH2:4][CH2:3][CH2:2]1.[F:9][C:10]1[CH:15]=[CH:14][C:13]([N:16]2[C:24]3[C:19](=[CH:20][C:21]([O:25][C@H:26]([C:30]4[CH:35]=[CH:34][CH:33]=[C:32]([O:36][CH3:37])[CH:31]=4)[C@@H:27]([NH2:29])[CH3:28])=[CH:22][CH:23]=3)[CH:18]=[N:17]2)=[CH:12][CH:11]=1. Product: [F:9][C:10]1[CH:11]=[CH:12][C:13]([N:16]2[C:24]3[C:19](=[CH:20][C:21]([O:25][C@H:26]([C:30]4[CH:35]=[CH:34][CH:33]=[C:32]([O:36][CH3:37])[CH:31]=4)[C@@H:27]([NH:29][C:6]([CH:1]4[CH2:2][CH2:3][CH2:4][CH2:5]4)=[O:8])[CH3:28])=[CH:22][CH:23]=3)[CH:18]=[N:17]2)=[CH:14][CH:15]=1. The catalyst class is: 4. (3) Reactant: C(OC)(=O)[C:2]1[C:3](=C[CH:6]=[CH:7][CH:8]=1)[SH:4].I[CH2:13][CH2:14][CH2:15][CH2:16][CH3:17].[C:18](=[O:21])([O-])[O-].[K+].[K+].C(O[CH2:28][CH3:29])(=O)C. Product: [CH2:13]([C:29]1[CH:28]=[CH:6][CH:7]=[CH:8][C:2]=1[C:3]([O:21][CH3:18])=[S:4])[CH2:14][CH2:15][CH2:16][CH3:17]. The catalyst class is: 9. (4) Reactant: [F:1][C:2]1[CH:7]=[C:6]([C:8]2[CH:17]=[N:16][C:15]3[C:10](=[CH:11][C:12]([O:27][CH3:28])=[C:13]([O:18]COCC[Si](C)(C)C)[CH:14]=3)[N:9]=2)[CH:5]=[CH:4][C:3]=1[CH2:29][C:30]([NH:32][C:33]1[CH:37]=[C:36]([C:38]2([C:41]([F:44])([F:43])[F:42])[CH2:40][CH2:39]2)[O:35][N:34]=1)=[O:31].[ClH:45].O1CCOCC1. Product: [ClH:45].[F:1][C:2]1[CH:7]=[C:6]([C:8]2[CH:17]=[N:16][C:15]3[C:10](=[CH:11][C:12]([O:27][CH3:28])=[C:13]([OH:18])[CH:14]=3)[N:9]=2)[CH:5]=[CH:4][C:3]=1[CH2:29][C:30]([NH:32][C:33]1[CH:37]=[C:36]([C:38]2([C:41]([F:42])([F:43])[F:44])[CH2:40][CH2:39]2)[O:35][N:34]=1)=[O:31]. The catalyst class is: 61. (5) Reactant: [N+:1]([C:4]1[CH:5]=[C:6]([CH:12]=[CH:13][C:14]=1[CH2:15][CH2:16][CH2:17][CH2:18][CH3:19])[C:7]([O:9][CH2:10][CH3:11])=[O:8])([O-])=O. Product: [NH2:1][C:4]1[CH:5]=[C:6]([CH:12]=[CH:13][C:14]=1[CH2:15][CH2:16][CH2:17][CH2:18][CH3:19])[C:7]([O:9][CH2:10][CH3:11])=[O:8]. The catalyst class is: 63.